Task: Regression. Given a peptide amino acid sequence and an MHC pseudo amino acid sequence, predict their binding affinity value. This is MHC class I binding data.. Dataset: Peptide-MHC class I binding affinity with 185,985 pairs from IEDB/IMGT (1) The peptide sequence is KFLDWMIFI. The MHC is HLA-A69:01 with pseudo-sequence HLA-A69:01. The binding affinity (normalized) is 0.373. (2) The peptide sequence is LTAPCDIYV. The MHC is HLA-B46:01 with pseudo-sequence HLA-B46:01. The binding affinity (normalized) is 0.0847. (3) The peptide sequence is TEWPQLKVA. The MHC is HLA-B46:01 with pseudo-sequence HLA-B46:01. The binding affinity (normalized) is 0.0847. (4) The peptide sequence is RIEQLYPFA. The MHC is HLA-A23:01 with pseudo-sequence HLA-A23:01. The binding affinity (normalized) is 0.0847.